Dataset: NCI-60 drug combinations with 297,098 pairs across 59 cell lines. Task: Regression. Given two drug SMILES strings and cell line genomic features, predict the synergy score measuring deviation from expected non-interaction effect. (1) Drug 1: COC1=C(C=C2C(=C1)N=CN=C2NC3=CC(=C(C=C3)F)Cl)OCCCN4CCOCC4. Drug 2: C1CN(P(=O)(OC1)NCCCl)CCCl. Cell line: SK-MEL-28. Synergy scores: CSS=13.3, Synergy_ZIP=-3.40, Synergy_Bliss=-0.209, Synergy_Loewe=-8.84, Synergy_HSA=-0.530. (2) Drug 1: CC(CN1CC(=O)NC(=O)C1)N2CC(=O)NC(=O)C2. Drug 2: CC1=C(C=C(C=C1)NC(=O)C2=CC=C(C=C2)CN3CCN(CC3)C)NC4=NC=CC(=N4)C5=CN=CC=C5. Cell line: UO-31. Synergy scores: CSS=12.8, Synergy_ZIP=-1.97, Synergy_Bliss=2.13, Synergy_Loewe=-0.189, Synergy_HSA=-0.0241. (3) Drug 1: C1=NNC2=C1C(=O)NC=N2. Drug 2: C(CCl)NC(=O)N(CCCl)N=O. Cell line: SNB-75. Synergy scores: CSS=2.12, Synergy_ZIP=-0.248, Synergy_Bliss=0.371, Synergy_Loewe=-1.37, Synergy_HSA=-1.06. (4) Drug 1: CC1=C2C(C(=O)C3(C(CC4C(C3C(C(C2(C)C)(CC1OC(=O)C(C(C5=CC=CC=C5)NC(=O)OC(C)(C)C)O)O)OC(=O)C6=CC=CC=C6)(CO4)OC(=O)C)O)C)O. Drug 2: CN(C(=O)NC(C=O)C(C(C(CO)O)O)O)N=O. Cell line: SK-MEL-28. Synergy scores: CSS=7.92, Synergy_ZIP=-3.49, Synergy_Bliss=-1.17, Synergy_Loewe=7.09, Synergy_HSA=-1.28. (5) Drug 1: CCCCC(=O)OCC(=O)C1(CC(C2=C(C1)C(=C3C(=C2O)C(=O)C4=C(C3=O)C=CC=C4OC)O)OC5CC(C(C(O5)C)O)NC(=O)C(F)(F)F)O. Drug 2: CC1C(C(CC(O1)OC2CC(CC3=C2C(=C4C(=C3O)C(=O)C5=CC=CC=C5C4=O)O)(C(=O)C)O)N)O. Cell line: UACC62. Synergy scores: CSS=60.8, Synergy_ZIP=-1.89, Synergy_Bliss=0.532, Synergy_Loewe=-10.2, Synergy_HSA=1.56. (6) Drug 1: CCC(=C(C1=CC=CC=C1)C2=CC=C(C=C2)OCCN(C)C)C3=CC=CC=C3.C(C(=O)O)C(CC(=O)O)(C(=O)O)O. Drug 2: C1CC(C1)(C(=O)O)C(=O)O.[NH2-].[NH2-].[Pt+2]. Cell line: M14. Synergy scores: CSS=3.09, Synergy_ZIP=0.854, Synergy_Bliss=4.14, Synergy_Loewe=-0.826, Synergy_HSA=-0.202.